From a dataset of Reaction yield outcomes from USPTO patents with 853,638 reactions. Predict the reaction yield, written as a fraction of the theoretical maximum amount of product (1.0 means a 100% yield; for example, 0.34 means a 34% yield). (1) The reactants are [S:1]([C:5]1[CH:39]=[CH:38][C:8]([CH2:9][CH2:10][NH:11][CH2:12][C:13]2[N:14]([CH2:18][C:19]([N:21]([CH2:30][C:31]([O:33][C:34]([CH3:37])([CH3:36])[CH3:35])=[O:32])[CH2:22][C:23]([O:25][C:26]([CH3:29])([CH3:28])[CH3:27])=[O:24])=[O:20])[CH:15]=[CH:16][N:17]=2)=[CH:7][CH:6]=1)(=[O:4])(=[O:3])[NH2:2].[C:40]([O:44][C:45](=[O:78])[CH2:46][CH2:47][C:48]([NH:67][C:68](=[O:77])[CH2:69][N:70]1[CH:74]=[CH:73][N:72]=[C:71]1[CH:75]=O)([CH2:58][CH2:59][C:60]([O:62][C:63]([CH3:66])([CH3:65])[CH3:64])=[O:61])[CH2:49][CH2:50][C:51]([O:53][C:54]([CH3:57])([CH3:56])[CH3:55])=[O:52])([CH3:43])([CH3:42])[CH3:41].CC(O)=O.[BH-](OC(C)=O)(OC(C)=O)OC(C)=O.[Na+]. The catalyst is ClCCCl.O. The product is [C:26]([O:25][C:23](=[O:24])[CH2:22][N:21]([CH2:30][C:31](=[O:32])[O:33][C:34]([CH3:37])([CH3:36])[CH3:35])[C:19](=[O:20])[CH2:18][N:14]1[CH:15]=[CH:16][N:17]=[C:13]1[CH2:12][N:11]([CH2:75][C:71]1[N:70]([CH2:69][C:68]([NH:67][C:48]([CH2:58][CH2:59][C:60]([O:62][C:63]([CH3:66])([CH3:65])[CH3:64])=[O:61])([CH2:47][CH2:46][C:45]([O:44][C:40]([CH3:41])([CH3:42])[CH3:43])=[O:78])[CH2:49][CH2:50][C:51]([O:53][C:54]([CH3:57])([CH3:56])[CH3:55])=[O:52])=[O:77])[CH:74]=[CH:73][N:72]=1)[CH2:10][CH2:9][C:8]1[CH:38]=[CH:39][C:5]([S:1](=[O:3])(=[O:4])[NH2:2])=[CH:6][CH:7]=1)([CH3:27])([CH3:28])[CH3:29]. The yield is 0.610. (2) The reactants are [Cl:1][C:2]1[CH:3]=[CH:4][C:5]([NH:8][C:9](=[O:26])[C:10]2[CH:15]=[CH:14][CH:13]=[CH:12][C:11]=2[NH:16][C:17]([O:19][CH:20]2[CH2:25][CH2:24][NH:23][CH2:22][CH2:21]2)=[O:18])=[N:6][CH:7]=1.[C:27]1(=O)[CH2:32][CH2:31][CH2:30][CH2:29][CH2:28]1.C([BH3-])#N.[Na+].Cl. No catalyst specified. The product is [ClH:1].[Cl:1][C:2]1[CH:3]=[CH:4][C:5]([NH:8][C:9](=[O:26])[C:10]2[CH:15]=[CH:14][CH:13]=[CH:12][C:11]=2[NH:16][C:17]([O:19][CH:20]2[CH2:21][CH2:22][N:23]([CH:27]3[CH2:32][CH2:31][CH2:30][CH2:29][CH2:28]3)[CH2:24][CH2:25]2)=[O:18])=[N:6][CH:7]=1. The yield is 0.330.